Regression/Classification. Given a drug SMILES string, predict its toxicity properties. Task type varies by dataset: regression for continuous values (e.g., LD50, hERG inhibition percentage) or binary classification for toxic/non-toxic outcomes (e.g., AMES mutagenicity, cardiotoxicity, hepatotoxicity). Dataset: ames. From a dataset of Ames mutagenicity test results for genotoxicity prediction. (1) The drug is O=[N+]([O-])c1ccc2ccc3ccc(O)c4ccc1c2c34. The result is 1 (mutagenic). (2) The drug is CC1CCC(C(C)C)C(O)C1. The result is 0 (non-mutagenic). (3) The molecule is O=S1(=O)CCCO1. The result is 1 (mutagenic). (4) The molecule is c1ccc2c(c1)cc1ccc3cccc4ccc2c1c34. The result is 1 (mutagenic). (5) The drug is Cc1cc(O)c2c(c1O)C(=O)C13C(=C2O)C(=O)C2C(O)C1C1C(O)C3C(=O)C3=C(O)c4c(O)cc(C)c(O)c4C(=O)C321. The result is 0 (non-mutagenic). (6) The drug is [N-]=[N+]=CC(=O)NCC(=O)NN. The result is 1 (mutagenic). (7) The molecule is NC(CSc1ccc([N+](=O)[O-])cc1[N+](=O)[O-])C(=O)O. The result is 1 (mutagenic).